Dataset: Catalyst prediction with 721,799 reactions and 888 catalyst types from USPTO. Task: Predict which catalyst facilitates the given reaction. (1) Reactant: C(NC(C)C)(C)C.C([Li])CCC.[CH3:13][O:14][C:15](=[O:26])[CH2:16][C:17]1[CH:25]=[CH:24][C:20]2[S:21][CH2:22][CH2:23][C:19]=2[CH:18]=1.C(OC(=O)NC1C=CC=C(CN2C=CC(NC(=O)[C@@H](C3C=CC(S(C)(=O)=O)=C(Cl)C=3)[CH2:49][CH:50]3[CH2:54][CH2:53][CH2:52][CH2:51]3)=N2)C=1)(C)(C)C. Product: [CH3:13][O:14][C:15](=[O:26])[CH:16]([C:17]1[CH:25]=[CH:24][C:20]2[S:21][CH2:22][CH2:23][C:19]=2[CH:18]=1)[CH2:49][CH:50]1[CH2:54][CH2:53][CH2:52][CH2:51]1. The catalyst class is: 627. (2) Reactant: C[Mg]Br.[N:4]1([C:21]([O:23][C:24]([CH3:27])([CH3:26])[CH3:25])=[O:22])[CH2:9][CH2:8][N:7]([C:10]([O:12][C:13]([CH3:16])([CH3:15])[CH3:14])=[O:11])[CH2:6][CH:5]1C(OC)=O. Product: [OH:12][C:13]([C@@H:5]1[CH2:6][N:7]([C:10]([O:12][C:13]([CH3:16])([CH3:14])[CH3:15])=[O:11])[CH2:8][CH2:9][N:4]1[C:21]([O:23][C:24]([CH3:26])([CH3:25])[CH3:27])=[O:22])([CH3:15])[CH3:14]. The catalyst class is: 1. (3) Reactant: [CH2:1]([O:3][C:4]([C:6]1[C:7]2[CH2:18][CH2:17][CH2:16][CH2:15][C:8]=2[S:9][C:10]=1[NH:11][C:12](=[O:14])[CH3:13])=[O:5])[CH3:2].S([O-])([O-])(=O)=[O:20].[Ce+4].S([O-])([O-])(=O)=O. Product: [CH2:1]([O:3][C:4]([C:6]1[C:7]2[CH2:18][CH2:17][CH2:16][C:15](=[O:20])[C:8]=2[S:9][C:10]=1[NH:11][C:12](=[O:14])[CH3:13])=[O:5])[CH3:2]. The catalyst class is: 86. (4) Reactant: [F:1][C:2]1[CH:10]=[C:9]2[C:5]([C:6]([CH:11]=[O:12])=[CH:7][NH:8]2)=[CH:4][CH:3]=1.[H-].[Na+].[Cl:15][C:16]([Cl:42])([Cl:41])[C:17]([N:19]1[CH2:24][CH2:23][N:22]([C:25]2[CH:26]=[C:27]([S:37](Cl)(=[O:39])=[O:38])[CH:28]=[CH:29][C:30]=2[O:31][CH2:32][C:33]([F:36])([F:35])[F:34])[CH2:21][CH2:20]1)=[O:18]. Product: [F:1][C:2]1[CH:10]=[C:9]2[C:5]([C:6]([CH:11]=[O:12])=[CH:7][N:8]2[S:37]([C:27]2[CH:28]=[CH:29][C:30]([O:31][CH2:32][C:33]([F:34])([F:35])[F:36])=[C:25]([N:22]3[CH2:23][CH2:24][N:19]([C:17](=[O:18])[C:16]([Cl:42])([Cl:15])[Cl:41])[CH2:20][CH2:21]3)[CH:26]=2)(=[O:38])=[O:39])=[CH:4][CH:3]=1. The catalyst class is: 1. (5) Reactant: [C:1]([C:3]1[CH:8]=[CH:7][C:6]([C:9]2([NH:13][C:14](=[O:20])[O:15][C:16]([CH3:19])([CH3:18])[CH3:17])[CH2:12][CH2:11][CH2:10]2)=[CH:5][CH:4]=1)#[CH:2].Cl[C:22]1[C:23](=[O:38])[N:24]([CH2:29][C:30]2[CH:35]=[CH:34][C:33]([O:36][CH3:37])=[CH:32][CH:31]=2)[CH:25]=[C:26]([Cl:28])[N:27]=1.C(N(CC)CC)C. Product: [Cl:28][C:26]1[N:27]=[C:22]([C:2]#[C:1][C:3]2[CH:4]=[CH:5][C:6]([C:9]3([NH:13][C:14](=[O:20])[O:15][C:16]([CH3:17])([CH3:19])[CH3:18])[CH2:12][CH2:11][CH2:10]3)=[CH:7][CH:8]=2)[C:23](=[O:38])[N:24]([CH2:29][C:30]2[CH:35]=[CH:34][C:33]([O:36][CH3:37])=[CH:32][CH:31]=2)[CH:25]=1. The catalyst class is: 538. (6) Reactant: C[O:2][C:3](=[O:24])/[C:4](/[C:11]1[CH:16]=[CH:15][C:14]([N:17]2[C:21]([CH3:22])=[N:20][N:19]=[N:18]2)=[C:13]([Cl:23])[CH:12]=1)=[CH:5]/[CH:6]1[CH2:10][CH2:9][CH2:8][CH2:7]1.[OH-].[Na+]. Product: [Cl:23][C:13]1[CH:12]=[C:11](/[C:4](=[CH:5]\[CH:6]2[CH2:7][CH2:8][CH2:9][CH2:10]2)/[C:3]([OH:24])=[O:2])[CH:16]=[CH:15][C:14]=1[N:17]1[C:21]([CH3:22])=[N:20][N:19]=[N:18]1. The catalyst class is: 8. (7) Reactant: [CH2:1]([N:8](CC)[C:9]12[CH2:17][CH2:16][CH:13]([CH2:14][CH2:15]1)[CH2:12][N:11]1[C:18](=[O:36])[C:19]([O:27][C:28]([C:30]3[CH:35]=[CH:34][CH:33]=[CH:32][CH:31]=3)=[O:29])=[C:20]([C:22]([O:24][CH2:25][CH3:26])=[O:23])[N:21]=[C:10]21)[C:2]1C=CC=CC=1.Cl.[H][H]. Product: [CH2:1]([NH:8][C:9]12[CH2:17][CH2:16][CH:13]([CH2:14][CH2:15]1)[CH2:12][N:11]1[C:18](=[O:36])[C:19]([O:27][C:28]([C:30]3[CH:35]=[CH:34][CH:33]=[CH:32][CH:31]=3)=[O:29])=[C:20]([C:22]([O:24][CH2:25][CH3:26])=[O:23])[N:21]=[C:10]21)[CH3:2]. The catalyst class is: 19. (8) Reactant: Cl[CH:2]1[NH:7][N:6]=[CH:5][C:4]([C:8]2[CH:9]=[C:10]([CH:15]=[CH:16][CH:17]=2)[C:11]([NH:13][CH3:14])=[O:12])=[CH:3]1.[NH3:18]. Product: [NH2:18][CH:2]1[NH:7][N:6]=[CH:5][C:4]([C:8]2[CH:9]=[C:10]([CH:15]=[CH:16][CH:17]=2)[C:11]([NH:13][CH3:14])=[O:12])=[CH:3]1. The catalyst class is: 14.